Dataset: Reaction yield outcomes from USPTO patents with 853,638 reactions. Task: Predict the reaction yield, written as a fraction of the theoretical maximum amount of product (1.0 means a 100% yield; for example, 0.34 means a 34% yield). (1) The reactants are C(OC(=O)[NH:7][C@H:8]1[CH2:13][CH2:12][C@@H:11]([NH:14][C:15](=[O:24])[C:16]2[CH:21]=[CH:20][C:19]([F:22])=[C:18]([F:23])[CH:17]=2)[CH2:10][CH2:9]1)(C)(C)C.C(O)(C(F)(F)F)=O. The yield is 0.900. The catalyst is C(Cl)Cl. The product is [NH2:7][C@@H:8]1[CH2:9][CH2:10][C@H:11]([NH:14][C:15](=[O:24])[C:16]2[CH:21]=[CH:20][C:19]([F:22])=[C:18]([F:23])[CH:17]=2)[CH2:12][CH2:13]1. (2) The reactants are [C:1]([O:5][C:6]([N:8]1[CH2:11][CH2:10][C@H:9]1[CH2:12][O:13][C:14]1[CH:15]=[N:16][CH:17]=[C:18]([Sn](C)(C)C)[CH:19]=1)=[O:7])([CH3:4])([CH3:3])[CH3:2].I[C:25]1[CH:26]=[C:27]([CH2:31][CH2:32][CH2:33][OH:34])[CH:28]=[CH:29][CH:30]=1.CN(C=O)C.[F-].[Cs+]. The catalyst is [Cu]I.C1C=CC([P]([Pd]([P](C2C=CC=CC=2)(C2C=CC=CC=2)C2C=CC=CC=2)([P](C2C=CC=CC=2)(C2C=CC=CC=2)C2C=CC=CC=2)[P](C2C=CC=CC=2)(C2C=CC=CC=2)C2C=CC=CC=2)(C2C=CC=CC=2)C2C=CC=CC=2)=CC=1.CCOC(C)=O. The product is [C:1]([O:5][C:6]([N:8]1[CH2:11][CH2:10][C@H:9]1[CH2:12][O:13][C:14]1[CH:19]=[C:18]([C:25]2[CH:26]=[C:27]([CH2:31][CH2:32][CH2:33][OH:34])[CH:28]=[CH:29][CH:30]=2)[CH:17]=[N:16][CH:15]=1)=[O:7])([CH3:4])([CH3:3])[CH3:2]. The yield is 0.830. (3) The catalyst is CS(C)=O. The yield is 0.130. The reactants are [NH2:1][C:2]1[C:15]2[C:14](=[O:16])[C:13]([C:17]#[N:18])=[CH:12][N:7]3[C@@H:8]([CH3:11])[CH2:9][O:10][C:5]([C:6]=23)=[C:4](F)[C:3]=1[F:20].[N:21]1[CH:26]=[CH:25][CH:24]=[C:23]([C@@H:27]2[CH2:32][CH2:31][CH2:30][C@H:29]([NH2:33])[CH2:28]2)[CH:22]=1.C(N(C(C)C)CC)(C)C. The product is [NH2:1][C:2]1[C:15]2[C:14](=[O:16])[C:13]([C:17]#[N:18])=[CH:12][N:7]3[C@@H:8]([CH3:11])[CH2:9][O:10][C:5]([C:6]=23)=[C:4]([NH:33][C@H:29]2[CH2:30][CH2:31][CH2:32][C@@H:27]([C:23]3[CH:22]=[N:21][CH:26]=[CH:25][CH:24]=3)[CH2:28]2)[C:3]=1[F:20]. (4) The reactants are [Cl:1][C:2]1[C:7]([N+:8]([O-])=O)=[C:6]([Cl:11])[N:5]=[C:4]([S:12][CH3:13])[N:3]=1.O.O.Cl[Sn]Cl. The catalyst is CCO. The product is [Cl:1][C:2]1[C:7]([NH2:8])=[C:6]([Cl:11])[N:5]=[C:4]([S:12][CH3:13])[N:3]=1. The yield is 0.870. (5) The yield is 0.810. The reactants are [CH3:1][O:2][C:3](=[O:27])[NH:4][CH:5]([C:9](=[O:26])[NH:10][C:11]1([C:14]2[NH:15][C:16]([C:19]3[CH:24]=[CH:23][C:22](Br)=[CH:21][CH:20]=3)=[CH:17][N:18]=2)[CH2:13][CH2:12]1)[CH:6]([CH3:8])[CH3:7].[B:28]1([B:28]2[O:32][C:31]([CH3:34])([CH3:33])[C:30]([CH3:36])([CH3:35])[O:29]2)[O:32][C:31]([CH3:34])([CH3:33])[C:30]([CH3:36])([CH3:35])[O:29]1.CC([O-])=O.[K+]. The catalyst is O1CCOCC1.C1C=CC([P]([Pd]([P](C2C=CC=CC=2)(C2C=CC=CC=2)C2C=CC=CC=2)([P](C2C=CC=CC=2)(C2C=CC=CC=2)C2C=CC=CC=2)[P](C2C=CC=CC=2)(C2C=CC=CC=2)C2C=CC=CC=2)(C2C=CC=CC=2)C2C=CC=CC=2)=CC=1. The product is [CH3:1][O:2][C:3](=[O:27])[NH:4][CH:5]([C:9](=[O:26])[NH:10][C:11]1([C:14]2[NH:15][C:16]([C:19]3[CH:24]=[CH:23][C:22]([B:28]4[O:32][C:31]([CH3:34])([CH3:33])[C:30]([CH3:36])([CH3:35])[O:29]4)=[CH:21][CH:20]=3)=[CH:17][N:18]=2)[CH2:13][CH2:12]1)[CH:6]([CH3:8])[CH3:7]. (6) The reactants are [CH2:1]([C:3]1[C:8](=[O:9])[NH:7][C:6]([CH3:10])=[C:5]([C:11]2[S:15][C:14]([S:16]([Cl:19])(=[O:18])=[O:17])=[CH:13][CH:12]=2)[CH:4]=1)[CH3:2].[CH3:20][N:21]1[CH2:25][CH2:24][CH2:23][CH:22]1[CH2:26][CH2:27][NH2:28].Cl. No catalyst specified. The product is [ClH:19].[CH3:20][N:21]1[CH2:25][CH2:24][CH2:23][CH:22]1[CH2:26][CH2:27][NH:28][S:16]([C:14]1[S:15][C:11]([C:5]2[CH:4]=[C:3]([CH2:1][CH3:2])[C:8](=[O:9])[NH:7][C:6]=2[CH3:10])=[CH:12][CH:13]=1)(=[O:18])=[O:17]. The yield is 0.700.